Dataset: Forward reaction prediction with 1.9M reactions from USPTO patents (1976-2016). Task: Predict the product of the given reaction. (1) Given the reactants [CH3:1][C:2]1([CH3:28])[O:6][C@@H:5]([CH2:7][O:8][C:9]2[CH:14]=[CH:13][CH:12]=[CH:11][C:10]=2[C:15]2[CH:16]=[CH:17][C:18]3[N:19]([C:21]([C:25]([OH:27])=[O:26])=[C:22]([CH3:24])[N:23]=3)[N:20]=2)[CH2:4][O:3]1.C(N=C=NCCCN(C)C)C.[N+:40]([C:43]1[CH:48]=[CH:47][C:46](O)=[CH:45][CH:44]=1)([O-:42])=[O:41].C(=O)([O-])[O-].[Na+].[Na+], predict the reaction product. The product is: [CH3:1][C:2]1([CH3:28])[O:6][C@@H:5]([CH2:7][O:8][C:9]2[CH:14]=[CH:13][CH:12]=[CH:11][C:10]=2[C:15]2[CH:16]=[CH:17][C:18]3[N:19]([C:21]([C:25]([O:27][C:46]4[CH:47]=[CH:48][C:43]([N+:40]([O-:42])=[O:41])=[CH:44][CH:45]=4)=[O:26])=[C:22]([CH3:24])[N:23]=3)[N:20]=2)[CH2:4][O:3]1. (2) Given the reactants [CH3:1][CH:2]([CH3:18])[CH2:3][CH:4]([NH2:17])[C:5]1[CH:10]=[CH:9][CH:8]=[CH:7][C:6]=1[N:11]1[CH2:16][CH2:15][CH2:14][CH2:13][CH2:12]1.C(OCC)(=O)C.[C:25]1([CH3:52])[CH:30]=[CH:29][C:28]([C:31]([C@:33]([C:49]([OH:51])=[O:50])([OH:48])[C@:34]([C:39]([C:41]2[CH:46]=[CH:45][C:44]([CH3:47])=[CH:43][CH:42]=2)=[O:40])([OH:38])[C:35]([OH:37])=[O:36])=[O:32])=[CH:27][CH:26]=1, predict the reaction product. The product is: [C:25]1([CH3:52])[CH:30]=[CH:29][C:28]([C:31]([C@:33]([C:49]([OH:51])=[O:50])([OH:48])[C@:34]([C:39]([C:41]2[CH:42]=[CH:43][C:44]([CH3:47])=[CH:45][CH:46]=2)=[O:40])([OH:38])[C:35]([OH:37])=[O:36])=[O:32])=[CH:27][CH:26]=1.[CH3:1][CH:2]([CH3:18])[CH2:3][C@H:4]([NH2:17])[C:5]1[CH:10]=[CH:9][CH:8]=[CH:7][C:6]=1[N:11]1[CH2:16][CH2:15][CH2:14][CH2:13][CH2:12]1. (3) Given the reactants [K].O[CH:3]=[CH:4][C:5](=O)[C:6]([CH3:9])([CH3:8])[CH3:7].C(O)C.O.[NH2:15][NH2:16], predict the reaction product. The product is: [C:6]([C:5]1[CH:4]=[CH:3][NH:16][N:15]=1)([CH3:9])([CH3:8])[CH3:7]. (4) Given the reactants Br[C:2]1[N:7]2[CH:8]=[C:9]([CH:11]=[O:12])[N:10]=[C:6]2[C:5]([N:13]2[CH2:18][CH2:17][O:16][CH2:15][CH2:14]2)=[N:4][CH:3]=1.[C:19]([O:23][C:24]([C:26]1[CH:31]=[CH:30][C:29](B2OC(C)(C)C(C)(C)O2)=[CH:28][CH:27]=1)=[O:25])([CH3:22])([CH3:21])[CH3:20].C(=O)([O-])[O-].[Na+].[Na+], predict the reaction product. The product is: [CH:11]([C:9]1[N:10]=[C:6]2[C:5]([N:13]3[CH2:18][CH2:17][O:16][CH2:15][CH2:14]3)=[N:4][CH:3]=[C:2]([C:29]3[CH:30]=[CH:31][C:26]([C:24]([O:23][C:19]([CH3:20])([CH3:21])[CH3:22])=[O:25])=[CH:27][CH:28]=3)[N:7]2[CH:8]=1)=[O:12]. (5) The product is: [CH2:24]([S:26][CH:27]([CH3:31])[CH2:28][CH:29]=[CH:8][C:9](=[O:11])[CH3:10])[CH3:25]. Given the reactants C1(P(C2C=CC=CC=2)(C2C=CC=CC=2)=[CH:8][C:9](=[O:11])[CH3:10])C=CC=CC=1.[CH2:24]([S:26][CH:27]([CH3:31])[CH2:28][CH:29]=O)[CH3:25].CCCCCC.CCOCC, predict the reaction product.